From a dataset of Forward reaction prediction with 1.9M reactions from USPTO patents (1976-2016). Predict the product of the given reaction. Given the reactants [OH:1][CH2:2][CH2:3][O:4][CH2:5][CH2:6][Cl:7].[CH2:8]([N:10]([CH3:12])[CH3:11])[CH3:9].[OH-].[Na+], predict the reaction product. The product is: [Cl-:7].[CH2:8]([N+:10]([CH2:6][CH2:5][O:4][CH2:3][CH2:2][OH:1])([CH3:12])[CH3:11])[CH3:9].